Dataset: Reaction yield outcomes from USPTO patents with 853,638 reactions. Task: Predict the reaction yield, written as a fraction of the theoretical maximum amount of product (1.0 means a 100% yield; for example, 0.34 means a 34% yield). (1) The reactants are [Cl-].[CH2:2]([P+](CCCC)(CCCC)CCCC)[C:3]1[CH:8]=[CH:7][CH:6]=[CH:5][CH:4]=1.C(Cl)C1C=CC=CC=1.[CH3:30][SiH:31]([Cl:33])[Cl:32]. No catalyst specified. The product is [CH2:2]([CH2:30][SiH:31]([Cl:33])[Cl:32])[C:3]1[CH:4]=[CH:5][CH:6]=[CH:7][CH:8]=1. The yield is 0.240. (2) The reactants are I[C:2]1[CH:3]=[N:4][N:5]([CH3:7])[CH:6]=1.CON(C)[C:11]([CH:13]1[CH2:18][CH2:17][O:16][CH2:15][CH2:14]1)=[O:12].Cl. The catalyst is C1COCC1. The product is [CH3:7][N:5]1[CH:6]=[C:2]([C:11]([CH:13]2[CH2:18][CH2:17][O:16][CH2:15][CH2:14]2)=[O:12])[CH:3]=[N:4]1. The yield is 0.294. (3) No catalyst specified. The reactants are Br[C:2]1[CH:24]=[CH:23][C:5]2[C:6]3[N:7]([CH:11]=[C:12]([C:14]4[N:15]([CH:20]([CH3:22])[CH3:21])[CH:16]=[C:17]([CH3:19])[N:18]=4)[N:13]=3)[CH2:8][CH2:9][O:10][C:4]=2[CH:3]=1.[CH3:25][C:26]([OH:43])([CH3:42])[CH2:27][N:28]1[CH:32]=[C:31](B2OC(C)(C)C(C)(C)O2)[CH:30]=[N:29]1. The yield is 0.220. The product is [CH:20]([N:15]1[CH:16]=[C:17]([CH3:19])[N:18]=[C:14]1[C:12]1[N:13]=[C:6]2[C:5]3[CH:23]=[CH:24][C:2]([C:31]4[CH:30]=[N:29][N:28]([CH2:27][C:26]([CH3:42])([OH:43])[CH3:25])[CH:32]=4)=[CH:3][C:4]=3[O:10][CH2:9][CH2:8][N:7]2[CH:11]=1)([CH3:22])[CH3:21]. (4) The reactants are [CH3:1][O:2][C:3]1[C:27]([O:28][CH2:29][CH2:30][CH2:31][CH2:32][CH2:33][O:34][C:35]2[C:36]([O:60][CH2:61][C:62]#[CH:63])=[CH:37][C:38]3[C:44](=[O:45])[N:43]4[CH:46]=[C:47]([CH3:49])[CH2:48][C@H:42]4[C:41](=O)[N:40](COCC[Si](C)(C)C)[C:39]=3[CH:59]=2)=[CH:26][C:6]2[N:7](COCC[Si](C)(C)C)[C:8](=O)[C@@H:9]3[CH2:15][C:14]([CH3:16])=[CH:13][N:10]3[C:11](=[O:12])[C:5]=2[CH:4]=1.C([BH-](CC)CC)C.[Li+]. The catalyst is C1COCC1. The product is [CH3:1][O:2][C:3]1[C:27]([O:28][CH2:29][CH2:30][CH2:31][CH2:32][CH2:33][O:34][C:35]2[C:36]([O:60][CH2:61][C:62]#[CH:63])=[CH:37][C:38]3[C:44](=[O:45])[N:43]4[CH:46]=[C:47]([CH3:49])[CH2:48][C@H:42]4[CH:41]=[N:40][C:39]=3[CH:59]=2)=[CH:26][C:6]2[N:7]=[CH:8][C@@H:9]3[CH2:15][C:14]([CH3:16])=[CH:13][N:10]3[C:11](=[O:12])[C:5]=2[CH:4]=1. The yield is 0.720.